From a dataset of Catalyst prediction with 721,799 reactions and 888 catalyst types from USPTO. Predict which catalyst facilitates the given reaction. (1) Reactant: [C:1]([C:3]1[CH:29]=[CH:28][C:6]([CH2:7][NH:8][CH2:9][C:10]2[CH:17]=[CH:16][C:13]([C:14]#[N:15])=[C:12]([C:18]3[C:27]4[C:22](=[CH:23][CH:24]=[CH:25][CH:26]=4)[CH:21]=[CH:20][CH:19]=3)[CH:11]=2)=[CH:5][CH:4]=1)#[N:2].[NH:30]1[C:34]([CH:35]=O)=[CH:33][N:32]=[CH:31]1.C(O)(=O)C.C(O[BH-](OC(=O)C)OC(=O)C)(=O)C.[Na+].[Cl:55]CCCl. Product: [ClH:55].[ClH:55].[C:1]([C:3]1[CH:4]=[CH:5][C:6]([CH2:7][N:8]([CH2:9][C:10]2[CH:17]=[CH:16][C:13]([C:14]#[N:15])=[C:12]([C:18]3[C:27]4[C:22](=[CH:23][CH:24]=[CH:25][CH:26]=4)[CH:21]=[CH:20][CH:19]=3)[CH:11]=2)[CH2:35][C:34]2[NH:30][CH:31]=[N:32][CH:33]=2)=[CH:28][CH:29]=1)#[N:2]. The catalyst class is: 13. (2) Reactant: [N:1]1[CH:6]=[CH:5][CH:4]=[CH:3][C:2]=1[N:7]1[C:15]2[CH:14]=[CH:13][N:12]=[CH:11][C:10]=2[N:9]=[CH:8]1.[CH2:16](Br)[C:17]1[CH:22]=[CH:21][CH:20]=[CH:19][CH:18]=1.[BH4-].[Na+]. Product: [CH2:16]([N:12]1[CH2:13][CH2:14][C:15]2[N:7]([C:2]3[CH:3]=[CH:4][CH:5]=[CH:6][N:1]=3)[CH:8]=[N:9][C:10]=2[CH2:11]1)[C:17]1[CH:22]=[CH:21][CH:20]=[CH:19][CH:18]=1. The catalyst class is: 2. (3) Reactant: [NH:1]1[C:5]2=[N:6][CH:7]=[C:8]([NH2:10])[CH:9]=[C:4]2[CH:3]=[CH:2]1.[Cl:11][C:12]1[C:20]([NH:21][S:22]([CH2:25][CH2:26][CH3:27])(=[O:24])=[O:23])=[CH:19][CH:18]=[C:17]([F:28])[C:13]=1[C:14](O)=[O:15].Cl.CN(C)CCCN=C=NCC.ON1C2C=CC=CC=2N=N1. Product: [Cl:11][C:12]1[C:20]([NH:21][S:22]([CH2:25][CH2:26][CH3:27])(=[O:23])=[O:24])=[CH:19][CH:18]=[C:17]([F:28])[C:13]=1[C:14]([NH:10][C:8]1[CH:9]=[C:4]2[CH:3]=[CH:2][NH:1][C:5]2=[N:6][CH:7]=1)=[O:15]. The catalyst class is: 42. (4) Reactant: [CH2:1]([O:8][C:9]1[CH:10]=[C:11]([C:15]2[N:16]=[CH:17][NH:18][CH:19]=2)[CH:12]=[CH:13][CH:14]=1)[C:2]1[CH:7]=[CH:6][CH:5]=[CH:4][CH:3]=1.[H-].[Na+].[Br:22][C:23]1[CH:28]=[CH:27][C:26]([N:29]2[CH2:34][CH2:33][CH:32]([N:35]([CH3:39])[C:36](Cl)=[O:37])[CH2:31][CH2:30]2)=[CH:25][C:24]=1[O:40][CH3:41]. Product: [CH2:1]([O:8][C:9]1[CH:10]=[C:11]([C:15]2[N:16]=[CH:17][N:18]([C:36]([N:35]([CH:32]3[CH2:31][CH2:30][N:29]([C:26]4[CH:27]=[CH:28][C:23]([Br:22])=[C:24]([O:40][CH3:41])[CH:25]=4)[CH2:34][CH2:33]3)[CH3:39])=[O:37])[CH:19]=2)[CH:12]=[CH:13][CH:14]=1)[C:2]1[CH:3]=[CH:4][CH:5]=[CH:6][CH:7]=1. The catalyst class is: 217. (5) Reactant: [CH2:1]([O:3][CH2:4][CH2:5][CH2:6][C@@H:7]1[CH2:16][CH2:15][C:14]2[CH:13]=[C:12]([C@H:17]3[CH2:26][CH2:25][C@@:19]4([NH:23]C(=O)[O:21][CH2:20]4)[CH2:18]3)[CH:11]=[CH:10][C:9]=2[CH2:8]1)[CH3:2].[OH-].[Na+].C(O)(C(F)(F)F)=O. Product: [NH2:23][C@:19]1([CH2:20][OH:21])[CH2:25][CH2:26][C@H:17]([C:12]2[CH:11]=[CH:10][C:9]3[CH2:8][C@H:7]([CH2:6][CH2:5][CH2:4][O:3][CH2:1][CH3:2])[CH2:16][CH2:15][C:14]=3[CH:13]=2)[CH2:18]1. The catalyst class is: 376.